From a dataset of Full USPTO retrosynthesis dataset with 1.9M reactions from patents (1976-2016). Predict the reactants needed to synthesize the given product. (1) Given the product [CH3:14][S:15]([O:1][CH:2]1[CH2:3][CH2:4][N:5]([C:8]([O:10][CH:11]([CH3:13])[CH3:12])=[O:9])[CH2:6][CH2:7]1)(=[O:17])=[O:16], predict the reactants needed to synthesize it. The reactants are: [OH:1][CH:2]1[CH2:7][CH2:6][N:5]([C:8]([O:10][CH:11]([CH3:13])[CH3:12])=[O:9])[CH2:4][CH2:3]1.[CH3:14][S:15](OCCCC1CCN(C(OC(C)C)=O)CC1)(=[O:17])=[O:16]. (2) Given the product [CH2:18]([O:17][N:10]1[C:11]2[C:16](=[CH:15][CH:14]=[CH:13][N:12]=2)[C:7]([C:36]2[CH:37]=[N:38][NH:39][CH:40]=2)=[CH:8][C:9]1=[O:25])[C:19]1[CH:24]=[CH:23][CH:22]=[CH:21][CH:20]=1, predict the reactants needed to synthesize it. The reactants are: FC(F)(F)S(O[C:7]1[C:16]2[C:11](=[N:12][CH:13]=[CH:14][CH:15]=2)[N:10]([O:17][CH2:18][C:19]2[CH:24]=[CH:23][CH:22]=[CH:21][CH:20]=2)[C:9](=[O:25])[CH:8]=1)(=O)=O.CC1(C)C(C)(C)OB([C:36]2[CH:37]=[N:38][N:39](C(OC(C)(C)C)=O)[CH:40]=2)O1.C(=O)([O-])[O-].[Na+].[Na+]. (3) Given the product [CH3:1][S:2]([O:5][C:6]1[CH:7]=[CH:8][C:9]([C:12]2([C:20]3[CH:25]=[CH:24][C:23]([F:26])=[C:22]([C:34]4[C:29]([F:28])=[N:30][CH:31]=[CH:32][CH:33]=4)[CH:21]=3)[C:16](=[O:17])[NH:15][C:14]([NH2:19])=[N:13]2)=[CH:10][CH:11]=1)(=[O:4])=[O:3], predict the reactants needed to synthesize it. The reactants are: [CH3:1][S:2]([O:5][C:6]1[CH:11]=[CH:10][C:9]([C:12]2([C:20]3[CH:25]=[CH:24][C:23]([F:26])=[C:22](Br)[CH:21]=3)[C:16](=[O:17])[N:15](C)[C:14]([NH2:19])=[N:13]2)=[CH:8][CH:7]=1)(=[O:4])=[O:3].[F:28][C:29]1[C:34](B(O)O)=[CH:33][CH:32]=[CH:31][N:30]=1.C(=O)([O-])[O-].[K+].[K+].O1CCCC1. (4) Given the product [CH:25]1([C:23]2[O:22][N:21]=[C:2]([C:3]3[CH:4]=[CH:5][C:6]4[N:7]([C:9]([CH2:12][NH2:13])=[N:10][N:11]=4)[N:8]=3)[CH:24]=2)[CH2:27][CH2:26]1, predict the reactants needed to synthesize it. The reactants are: Cl/[C:2](=[N:21]\[OH:22])/[C:3]1[CH:4]=[CH:5][C:6]2[N:7]([C:9]([CH2:12][NH:13]C(=O)OC(C)(C)C)=[N:10][N:11]=2)[N:8]=1.[C:23]([CH:25]1[CH2:27][CH2:26]1)#[CH:24].C(=O)([O-])O.[K+]. (5) Given the product [CH2:1]([O:8][C:9]1[C:10]([CH2:20][CH:21]([NH:34][C:42](=[O:43])[C:41]([O:40][C:39]2[CH:47]=[CH:48][C:36]([Cl:35])=[CH:37][CH:38]=2)([CH3:46])[CH3:45])[C:22]2[CH:27]=[CH:26][CH:25]=[C:24]([CH2:28][N:29]3[CH2:33][CH2:32][CH2:31][CH2:30]3)[CH:23]=2)=[CH:11][C:12]([Cl:19])=[C:13]2[C:18]=1[N:17]=[CH:16][CH:15]=[CH:14]2)[C:2]1[CH:3]=[CH:4][CH:5]=[CH:6][CH:7]=1, predict the reactants needed to synthesize it. The reactants are: [CH2:1]([O:8][C:9]1[C:10]([CH2:20][CH:21]([NH2:34])[C:22]2[CH:27]=[CH:26][CH:25]=[C:24]([CH2:28][N:29]3[CH2:33][CH2:32][CH2:31][CH2:30]3)[CH:23]=2)=[CH:11][C:12]([Cl:19])=[C:13]2[C:18]=1[N:17]=[CH:16][CH:15]=[CH:14]2)[C:2]1[CH:7]=[CH:6][CH:5]=[CH:4][CH:3]=1.[Cl:35][C:36]1[CH:48]=[CH:47][C:39]([O:40][C:41]([CH3:46])([CH3:45])[C:42](Cl)=[O:43])=[CH:38][CH:37]=1.